This data is from Peptide-MHC class I binding affinity with 185,985 pairs from IEDB/IMGT. The task is: Regression. Given a peptide amino acid sequence and an MHC pseudo amino acid sequence, predict their binding affinity value. This is MHC class I binding data. (1) The peptide sequence is LTMKAIEKDR. The MHC is HLA-A33:01 with pseudo-sequence HLA-A33:01. The binding affinity (normalized) is 0.192. (2) The peptide sequence is KLYVNGKAY. The MHC is HLA-B27:05 with pseudo-sequence HLA-B27:05. The binding affinity (normalized) is 0.0847. (3) The peptide sequence is LLFLEDVEP. The MHC is HLA-A02:01 with pseudo-sequence HLA-A02:01. The binding affinity (normalized) is 0.0847.